From a dataset of Experimentally validated miRNA-target interactions with 360,000+ pairs, plus equal number of negative samples. Binary Classification. Given a miRNA mature sequence and a target amino acid sequence, predict their likelihood of interaction. (1) The miRNA is cel-miR-357-3p with sequence AAAUGCCAGUCGUUGCAGGAGU. The protein sequence of the target gene is MDSSAVITQISKEEARGPLRGKGDQKSAVSQKPRSRGILHSLFCCVCRDDGEPLPAHSGAPLLVEENGAIPKHTPVQYLLPEAKAQDSDKICVVIDLDETLVHSSFKPVNNADFIIPVEIDGVVHQVYVLKRPHVDEFLQRMGELFECVLFTASLAKYADPVADLLDKWGAFRARLFRESCVFHRGNYVKDLSRLGRDLRRVLILDNSPASYVFHPDNAVPVASWFDNMSDTELHDLLPFFEQLSRVDDVYSVLRQPRPGS. Result: 0 (no interaction). (2) The miRNA is hsa-miR-6722-5p with sequence AGGCGCACCCGACCACAUGC. The protein sequence of the target gene is MALYQRWRCLRLQGLQACRLHTAVVSTPPRWLAERLGLFEELWAAQVKRLASMAQKEPRTIKISLPGGQKIDAVAWNTTPYQLARQISSTLADTAVAAQVNGEPYDLERPLETDSDLRFLTFDSPEGKAVFWHSSTHVLGAAAEQFLGAVLCRGPSTEYGFYHDFFLGKERTIRGSELPVLERICQELTAAARPFRRLEASRDQLRQLFKDNPFKLHLIEEKVTGPTATVYGCGTLVDLCQGPHLRHTGQIGGLKLLSNSSSLWRSSGAPETLQRVSGISFPTTELLRVWEAWREEAELR.... Result: 1 (interaction). (3) The miRNA is mmu-miR-3078-5p with sequence CAAAGCCUAGACUGCAGCUACCU. The protein sequence of the target gene is MLWRGSQALRHFSTSRVYFKNKLKLALIGQSLFGQEVYSQLLKEGHRVVGVFTVPDKDGKADPLALAAEKDGTPVFKFPRWRLKGKTIKEVAEAYQSVGAELNVLPFCTQFIPMDVIDSPKHGSIIYHPSLLPRHRGASAINWTLIMGDKKAGFSVFWADDGLDTGPILLQRSCDVKPNDTVDSLYNRFLFPEGIKAMVEAVQLIADGKAPRTPQPEEGATYEGIQKKENAEVSWDQPAEGLHNWIRGHDKVPGAWAEINGQMVTFYGSSLLTSSVPSGEPLDIRGAKKPGLVTKNGLVL.... Result: 0 (no interaction). (4) The miRNA is hsa-miR-3170 with sequence CUGGGGUUCUGAGACAGACAGU. The protein sequence of the target gene is MAGRQTGWSQAALLQFLLGMCLTVMPPIQARSLRFVTLLYRHGDRSPVKTYPKDPYQEEKWPQGFGQLTKEGMLQHWELGQALRQRYHGFLNTSYHRQEVYVRSTDFDRTLMSAEANLAGLFPPNEVQHFNPNISWQPIPVHTVPITEDRLLKFPLGPCPRYEQLQNETRQTPEYQNRSIQNAQFLNMVANETGLTNVTLETIWNVYDTLFCEQTHGLLLPPWASPQTVQRLSQLKDFSFLFLFGIHEQVQKARLQGGVLLAQILKNLTLMATTSQFPKLLVYSAHDTTLVALQMALNVY.... Result: 0 (no interaction). (5) The miRNA is mmu-miR-7042-5p with sequence UAGAGACAGCAGAAGGGCCAC. The protein sequence of the target gene is MVCRPVFPCRRRFCPRPFLVGLVVAICLFYQTLTLRGSRKLTAAAPGAVPHTSTETQASRCKKGFSQDKQCFLLSGNAQETRKVKESMETHFGSHGRRAILYRPPFYSKTELQLHQHILTQHGYTVVIAEERLNAGLGPGLLEQGDLGSWDLLICLSSKKAEGTPCISKEVMCQLGLHQKANRLPEIQQPLCRKEGLCQIVRRFPELQLPVSPSVCLDQGMQLKPSTSSHLLKTVKPRVWKPGDWSREQLNETTVLAPHETIFRAEDLSVILKAYVLVTSLTPLRAFIHSTGTVWNPPKK.... Result: 0 (no interaction). (6) The miRNA is mmu-miR-3470b with sequence UCACUCUGUAGACCAGGCUGG. The protein sequence of the target gene is MKSHHQSHSSTSSKAHDSASCSQSQGGFSQPQGTPSQLHELSQYQGSSSSSTGTVPSSSQSSHSSSGTLSSLETVSTQELCSIPEDQEPEEPGPAPWARLWALQDGFSNLDCVNDNYWFGRDKSCEYCFDGPLLRRTDKYRTYSKKHFRIFREMGPKNCYIVYIEDHSGNGTFVNTELIGKGKRCPLSNNSEIALSLCRNKVFVFFDLTVDDQSVYPKELRDEYIMSKTLGSGACGEVKMAFERKTCQKVAIKIISKRRFALGSSREADTAPSVETEIEILKKLNHPCIIKIKDVFDAED.... Result: 1 (interaction). (7) The miRNA is mmu-miR-6953-5p with sequence AAGGGGCAGGGGCAGGGAUUCAAGUG. The protein sequence of the target gene is MGNSKSGALSKEILEELQLNTKFSEEELCSWYQSFLKDCPTGRITQQQFQSIYAKFFPDTDPKAYAQHVFRSFDSNLDGTLDFKEYVIALHMTTAGKTNQKLEWAFSLYDVDGNGTISKNEVLEIVMAIFKMITPEDVKLLPDDENTPEKRAEKIWKYFGKNDDDKLTEKEFIEGTLANKEILRLIQFEPQKVKEKMKNA. Result: 0 (no interaction).